This data is from Reaction yield outcomes from USPTO patents with 853,638 reactions. The task is: Predict the reaction yield, written as a fraction of the theoretical maximum amount of product (1.0 means a 100% yield; for example, 0.34 means a 34% yield). (1) The product is [CH2:1]([NH:8][C:41]([C:37]1[S:36][C:35]([N:33]2[CH2:34][C@@H:30]([CH2:23][C:24]3[CH:25]=[CH:26][CH:27]=[CH:28][CH:29]=3)[NH:31][C:32]2=[O:44])=[N:39][C:38]=1[CH3:40])=[O:43])[C:2]1[CH:7]=[CH:6][CH:5]=[CH:4][CH:3]=1. No catalyst specified. The reactants are [CH2:1]([N:8]1CCN(C2SC(C(O)=O)=C(C)N=2)C1=O)[C:2]1[CH:7]=[CH:6][CH:5]=[CH:4][CH:3]=1.[CH2:23]([C@@H:30]1[CH2:34][N:33]([C:35]2[S:36][C:37]([C:41]([OH:43])=O)=[C:38]([CH3:40])[N:39]=2)[C:32](=[O:44])[NH:31]1)[C:24]1[CH:29]=[CH:28][CH:27]=[CH:26][CH:25]=1.C(N)C1C=CC=CC=1. The yield is 0.100. (2) The reactants are [F:1][C:2]1[CH:3]=[C:4]2[C:10]([C:11]([O:13][CH3:14])=[O:12])=[N:9][NH:8][C:5]2=[N:6][CH:7]=1.[Br:15][C:16]1[CH:17]=[C:18](B(O)O)[CH:19]=[CH:20][CH:21]=1. No catalyst specified. The product is [Br:15][C:16]1[CH:21]=[C:20]([N:8]2[C:5]3=[N:6][CH:7]=[C:2]([F:1])[CH:3]=[C:4]3[C:10]([C:11]([O:13][CH3:14])=[O:12])=[N:9]2)[CH:19]=[CH:18][CH:17]=1. The yield is 0.450.